This data is from Forward reaction prediction with 1.9M reactions from USPTO patents (1976-2016). The task is: Predict the product of the given reaction. The product is: [NH:18]1[CH:19]=[N:20][C:16]([C:12]2[CH:11]=[C:10]3[C:15](=[CH:14][CH:13]=2)[NH:7][N:8]=[C:9]3[C:40]2[CH:41]=[C:42]([NH:46][C:47](=[O:56])[CH2:48][CH3:49])[CH:43]=[CH:44][CH:45]=2)=[N:17]1. Given the reactants O1CCCCC1[N:7]1[C:15]2[C:10](=[CH:11][C:12]([C:16]3[N:20]=[CH:19][N:18](C(C4C=CC=CC=4)(C4C=CC=CC=4)C4C=CC=CC=4)[N:17]=3)=[CH:13][CH:14]=2)[C:9]([C:40]2[CH:41]=[C:42]([NH:46][C:47](=[O:56])[CH2:48][CH2:49]C3C=CC=CC=3)[CH:43]=[CH:44][CH:45]=2)=[N:8]1, predict the reaction product.